This data is from Forward reaction prediction with 1.9M reactions from USPTO patents (1976-2016). The task is: Predict the product of the given reaction. Given the reactants [CH3:1][C:2]1[CH:7]=[CH:6][C:5]([N+:8]([O-])=O)=[CH:4][C:3]=1[NH:11][C:12](=[O:20])[CH2:13][N:14]1[CH2:19][CH2:18][O:17][CH2:16][CH2:15]1, predict the reaction product. The product is: [NH2:8][C:5]1[CH:6]=[CH:7][C:2]([CH3:1])=[C:3]([NH:11][C:12](=[O:20])[CH2:13][N:14]2[CH2:15][CH2:16][O:17][CH2:18][CH2:19]2)[CH:4]=1.